Dataset: Full USPTO retrosynthesis dataset with 1.9M reactions from patents (1976-2016). Task: Predict the reactants needed to synthesize the given product. Given the product [Cl:13][C:4]1[CH:3]=[C:2]([NH:17][CH:14]([CH3:16])[CH3:15])[C:7]([C:8]([O:10][CH2:11][CH3:12])=[O:9])=[CH:6][N:5]=1, predict the reactants needed to synthesize it. The reactants are: Cl[C:2]1[C:7]([C:8]([O:10][CH2:11][CH3:12])=[O:9])=[CH:6][N:5]=[C:4]([Cl:13])[CH:3]=1.[CH:14]([NH2:17])([CH3:16])[CH3:15].CCN(C(C)C)C(C)C.